This data is from Reaction yield outcomes from USPTO patents with 853,638 reactions. The task is: Predict the reaction yield, written as a fraction of the theoretical maximum amount of product (1.0 means a 100% yield; for example, 0.34 means a 34% yield). (1) The reactants are Cl[C:2]1[N:11]=[C:10]([NH:12][CH2:13][CH:14]([C:21]2[CH:26]=[CH:25][CH:24]=[CH:23][CH:22]=2)[C:15]2[CH:20]=[CH:19][CH:18]=[CH:17][CH:16]=2)[C:9]2[C:4](=[CH:5][CH:6]=[CH:7][CH:8]=2)[N:3]=1.[CH3:27][N:28]1[C:32]2[CH:33]=[CH:34][C:35](B(O)O)=[CH:36][C:31]=2[N:30]=[CH:29]1.C(NC1C2C(=CC=CC=2)N=C(C2SC3C=CC=CC=3C=2)N=1)(C1C=CC=CC=1)C1C=CC=CC=1. The catalyst is C1CCCCC1.CCOC(C)=O. The product is [C:15]1([CH:14]([C:21]2[CH:26]=[CH:25][CH:24]=[CH:23][CH:22]=2)[CH2:13][NH:12][C:10]2[C:9]3[C:4](=[CH:5][CH:6]=[CH:7][CH:8]=3)[N:3]=[C:2]([C:34]3[CH:35]=[CH:36][C:31]4[N:30]=[CH:29][N:28]([CH3:27])[C:32]=4[CH:33]=3)[N:11]=2)[CH:20]=[CH:19][CH:18]=[CH:17][CH:16]=1. The yield is 0.180. (2) The reactants are [CH3:1][N:2]1[C:10]2[C:5](=[CH:6][C:7]([C:11]([O:13]C)=[O:12])=[CH:8][CH:9]=2)[CH:4]=[N:3]1.[OH-].[Na+]. The catalyst is CO. The product is [CH3:1][N:2]1[C:10]2[C:5](=[CH:6][C:7]([C:11]([OH:13])=[O:12])=[CH:8][CH:9]=2)[CH:4]=[N:3]1. The yield is 0.930.